From a dataset of Catalyst prediction with 721,799 reactions and 888 catalyst types from USPTO. Predict which catalyst facilitates the given reaction. (1) Reactant: N[C:2]1[S:3][C:4]([C:13]2[CH:14]=[CH:15][C:16](=[O:22])[N:17]([CH:19]([CH3:21])[CH3:20])[N:18]=2)=[C:5]([C:7]2[CH:12]=[CH:11][CH:10]=[CH:9][CH:8]=2)[N:6]=1.[N+]([O-])(OCCC(C)C)=O.C(Cl)(Cl)Cl.CO. Product: [CH:19]([N:17]1[C:16](=[O:22])[CH:15]=[CH:14][C:13]([C:4]2[S:3][CH:2]=[N:6][C:5]=2[C:7]2[CH:8]=[CH:9][CH:10]=[CH:11][CH:12]=2)=[N:18]1)([CH3:21])[CH3:20]. The catalyst class is: 7. (2) Reactant: [CH:1]1([N:6]2[CH2:12][C:11]([F:14])([F:13])[C:10](=[O:15])[N:9]([CH3:16])[C:8]3[CH:17]=[N:18][C:19]([NH:21][C:22]4[C:30]([F:31])=[CH:29][C:25]([C:26]([OH:28])=O)=[C:24]([F:32])[CH:23]=4)=[N:20][C:7]2=3)[CH2:5][CH2:4][CH2:3][CH2:2]1.ON1C2C=CC=CC=2N=N1.F[P-](F)(F)(F)(F)F.CN(C(N(C)C)=[N+]1C2C=CC=CC=2[N+]([O-])=N1)C.C(N(C(C)C)CC)(C)C.[CH3:76][N:77]([CH3:82])[CH2:78][CH2:79][CH2:80][NH2:81]. Product: [CH:1]1([N:6]2[CH2:12][C:11]([F:13])([F:14])[C:10](=[O:15])[N:9]([CH3:16])[C:8]3[CH:17]=[N:18][C:19]([NH:21][C:22]4[C:30]([F:31])=[CH:29][C:25]([C:26]([NH:81][CH2:80][CH2:79][CH2:78][N:77]([CH3:82])[CH3:76])=[O:28])=[C:24]([F:32])[CH:23]=4)=[N:20][C:7]2=3)[CH2:5][CH2:4][CH2:3][CH2:2]1. The catalyst class is: 9. (3) Reactant: [CH2:1]([NH:8][CH2:9][CH2:10][CH2:11][NH:12][C:13]1[CH:18]=[C:17]([CH3:19])[C:16]([CH3:20])=[CH:15][C:14]=1[N+:21]([O-])=O)[C:2]1[CH:7]=[CH:6][CH:5]=[CH:4][CH:3]=1. Product: [CH2:1]([NH:8][CH2:9][CH2:10][CH2:11][NH:12][C:13]1[C:14]([NH2:21])=[CH:15][C:16]([CH3:20])=[C:17]([CH3:19])[CH:18]=1)[C:2]1[CH:3]=[CH:4][CH:5]=[CH:6][CH:7]=1. The catalyst class is: 19. (4) Reactant: [H-].[Na+].[Cl:3][C:4]1[CH:5]=[C:6]2[C:10](=[CH:11][CH:12]=1)[NH:9][C:8]([C:13]1[CH:18]=[CH:17][C:16]([Cl:19])=[CH:15][CH:14]=1)=[CH:7]2.I[CH3:21].[Cl-].[NH4+]. Product: [Cl:3][C:4]1[CH:5]=[C:6]2[C:10](=[CH:11][CH:12]=1)[N:9]([CH3:21])[C:8]([C:13]1[CH:18]=[CH:17][C:16]([Cl:19])=[CH:15][CH:14]=1)=[CH:7]2. The catalyst class is: 35. (5) Reactant: [Br:1][C:2]1[CH:7]=[CH:6][C:5]([S:8](Cl)(=[O:10])=[O:9])=[CH:4][CH:3]=1.[NH2:12][C:13]1[CH:14]=[N:15][N:16]([CH3:18])[CH:17]=1. Product: [Br:1][C:2]1[CH:7]=[CH:6][C:5]([S:8]([NH:12][C:13]2[CH:14]=[N:15][N:16]([CH3:18])[CH:17]=2)(=[O:10])=[O:9])=[CH:4][CH:3]=1. The catalyst class is: 17. (6) Reactant: [Cl:1][C:2]1[CH:7]=[CH:6][C:5]([N+:8]([O-])=O)=[CH:4][C:3]=1[C:11]1[CH:16]=[CH:15][CH:14]=[CH:13][N:12]=1.Cl[Sn]Cl.Cl. Product: [Cl:1][C:2]1[CH:7]=[CH:6][C:5]([NH2:8])=[CH:4][C:3]=1[C:11]1[CH:16]=[CH:15][CH:14]=[CH:13][N:12]=1. The catalyst class is: 14. (7) Reactant: Cl.[N:2]1([C:8]2[CH:17]=[CH:16][C:15]3[C:10](=[CH:11][CH:12]=[CH:13][CH:14]=3)[N:9]=2)[CH2:7][CH2:6][NH:5][CH2:4][CH2:3]1.[CH:18]([O:21][C:22]1[CH:30]=[CH:29][C:28]([S:31]([CH3:34])(=[O:33])=[O:32])=[CH:27][C:23]=1[C:24](O)=[O:25])([CH3:20])[CH3:19]. Product: [CH:18]([O:21][C:22]1[CH:30]=[CH:29][C:28]([S:31]([CH3:34])(=[O:33])=[O:32])=[CH:27][C:23]=1[C:24]([N:5]1[CH2:4][CH2:3][N:2]([C:8]2[CH:17]=[CH:16][C:15]3[C:10](=[CH:11][CH:12]=[CH:13][CH:14]=3)[N:9]=2)[CH2:7][CH2:6]1)=[O:25])([CH3:20])[CH3:19]. The catalyst class is: 753.